This data is from Reaction yield outcomes from USPTO patents with 853,638 reactions. The task is: Predict the reaction yield, written as a fraction of the theoretical maximum amount of product (1.0 means a 100% yield; for example, 0.34 means a 34% yield). (1) The reactants are [CH3:1][O:2][C:3]1[C:18]([O:19][CH2:20][CH2:21][P:22]([CH2:29][CH2:30][O:31][C:32]2[C:33]([O:48][CH3:49])=[CH:34][C:35]3[C:41](=[O:42])[N:40]4[CH2:43][C:44](=[CH2:46])[CH2:45][C@H:39]4[CH2:38][NH:37][C:36]=3[CH:47]=2)([CH2:24][CH2:25][S:26](C)=S)=[O:23])=[CH:17][C:6]2[N:7]=[CH:8][C@@H:9]3[CH2:15][C:14](=[CH2:16])[CH2:13][N:10]3[C:11](=[O:12])[C:5]=2[CH:4]=1.C(C(O)=O)CP(CCC(O)=O)CCC(O)=O.C(C(O)=O)CP(CCC(O)=O)CCC(O)=O.Cl.C(=O)(O)[O-].[Na+]. The catalyst is C(#N)C.CO.P([O-])([O-])([O-])=O.ClCCl.O. The product is [SH:26][CH2:25][CH2:24][P:22]([CH2:21][CH2:20][O:19][C:18]1[C:3]([O:2][CH3:1])=[CH:4][C:5]2[C:11](=[O:12])[N:10]3[CH2:13][C:14](=[CH2:16])[CH2:15][C@H:9]3[CH:8]=[N:7][C:6]=2[CH:17]=1)([CH2:29][CH2:30][O:31][C:32]1[C:33]([O:48][CH3:49])=[CH:34][C:35]2[C:41](=[O:42])[N:40]3[CH2:43][C:44](=[CH2:46])[CH2:45][C@H:39]3[CH2:38][NH:37][C:36]=2[CH:47]=1)=[O:23]. The yield is 0.720. (2) The reactants are C(OC([N:8]1[CH2:13][C@@H:12]2[CH2:14][C@H:9]1[CH2:10][N:11]2[C:15]1[C:24]2[C:19](=[CH:20][CH:21]=[CH:22][CH:23]=2)[C:18]([C:25]#[N:26])=[CH:17][CH:16]=1)=O)(C)(C)C.FC(F)(F)C(O)=O.[ClH:34]. The catalyst is ClCCl. The product is [ClH:34].[C@H:12]12[CH2:14][C@H:9]([NH:8][CH2:13]1)[CH2:10][N:11]2[C:15]1[C:24]2[C:19](=[CH:20][CH:21]=[CH:22][CH:23]=2)[C:18]([C:25]#[N:26])=[CH:17][CH:16]=1. The yield is 0.990.